This data is from Peptide-MHC class I binding affinity with 185,985 pairs from IEDB/IMGT. The task is: Regression. Given a peptide amino acid sequence and an MHC pseudo amino acid sequence, predict their binding affinity value. This is MHC class I binding data. (1) The peptide sequence is HYDAPVFPI. The MHC is HLA-A01:01 with pseudo-sequence HLA-A01:01. The binding affinity (normalized) is 0.0847. (2) The peptide sequence is ATFSVPMEK. The binding affinity (normalized) is 0.360. The MHC is Patr-A0101 with pseudo-sequence Patr-A0101. (3) The peptide sequence is FPGTGSEFV. The MHC is HLA-A11:01 with pseudo-sequence HLA-A11:01. The binding affinity (normalized) is 0.0847. (4) The peptide sequence is TWALCEALTL. The MHC is HLA-A23:01 with pseudo-sequence HLA-A23:01. The binding affinity (normalized) is 0.423. (5) The peptide sequence is TPKPAVRFAI. The MHC is HLA-A02:02 with pseudo-sequence HLA-A02:02. The binding affinity (normalized) is 0.177.